Dataset: Reaction yield outcomes from USPTO patents with 853,638 reactions. Task: Predict the reaction yield, written as a fraction of the theoretical maximum amount of product (1.0 means a 100% yield; for example, 0.34 means a 34% yield). (1) The reactants are [CH3:1][C:2]1[CH:7]=[CH:6][C:5]([S:8]([O:11][CH2:12][CH:13]2[CH2:17][C:16]3[CH:18]=[CH:19][CH:20]=[C:21](Br)[C:15]=3[O:14]2)(=[O:10])=[O:9])=[CH:4][CH:3]=1.[Cl:23][C:24]1[CH:29]=[CH:28][C:27](B(O)O)=[CH:26][CH:25]=1.C(=O)([O-])[O-].[K+].[K+]. The catalyst is CC1C=CC=CC=1[P](C1C=CC=CC=1C)([Pd](Cl)(Cl)[P](C1=C(C)C=CC=C1)(C1C=CC=CC=1C)C1C=CC=CC=1C)C1C=CC=CC=1C. The product is [CH3:1][C:2]1[CH:7]=[CH:6][C:5]([S:8]([O:11][CH2:12][CH:13]2[CH2:17][C:16]3[CH:18]=[CH:19][CH:20]=[C:21]([C:27]4[CH:28]=[CH:29][C:24]([Cl:23])=[CH:25][CH:26]=4)[C:15]=3[O:14]2)(=[O:10])=[O:9])=[CH:4][CH:3]=1. The yield is 0.680. (2) The reactants are [CH:1]1([CH2:6][C@H:7]([N:11]2[CH2:19][C:18]3[C:13](=[CH:14][CH:15]=[CH:16][C:17]=3[C:20]([F:23])([F:22])[F:21])[C:12]2=[O:24])[C:8](O)=[O:9])[CH2:5][CH2:4][CH2:3][CH2:2]1.C(Cl)(=O)C(Cl)=O.[NH2:31][C:32]1[CH:36]=[CH:35][N:34]([CH2:37][C@H:38]([OH:41])[CH2:39][OH:40])[N:33]=1.N1C(C)=CC=CC=1C. The catalyst is C(Cl)Cl.CN(C)C=O. The product is [CH:1]1([CH2:6][C@H:7]([N:11]2[CH2:19][C:18]3[C:13](=[CH:14][CH:15]=[CH:16][C:17]=3[C:20]([F:21])([F:22])[F:23])[C:12]2=[O:24])[C:8]([NH:31][C:32]2[CH:36]=[CH:35][N:34]([CH2:37][C@H:38]([OH:41])[CH2:39][OH:40])[N:33]=2)=[O:9])[CH2:2][CH2:3][CH2:4][CH2:5]1. The yield is 0.690. (3) The reactants are [Cl:1][C:2]1[CH:7]=[CH:6][C:5]([S:8]([N:11]([C:15]2[C:16]([C:22](=[O:31])[C:23]3[CH:28]=[C:27]([CH3:29])[CH:26]=[CH:25][C:24]=3[Cl:30])=[N:17][CH:18]=[C:19]([Cl:21])[CH:20]=2)COC)(=[O:10])=[O:9])=[CH:4][C:3]=1[C:32]([F:35])([F:34])[F:33].O. The catalyst is Cl.O1CCOCC1. The product is [Cl:1][C:2]1[CH:7]=[CH:6][C:5]([S:8]([NH:11][C:15]2[C:16]([C:22](=[O:31])[C:23]3[CH:28]=[C:27]([CH3:29])[CH:26]=[CH:25][C:24]=3[Cl:30])=[N:17][CH:18]=[C:19]([Cl:21])[CH:20]=2)(=[O:9])=[O:10])=[CH:4][C:3]=1[C:32]([F:34])([F:35])[F:33]. The yield is 0.640. (4) The reactants are Cl.[NH:2]1[CH2:7][CH2:6][CH:5]([CH2:8][C:9]2[CH:10]=[CH:11][C:12]3[O:17][CH2:16][C:15](=[O:18])[NH:14][C:13]=3[CH:19]=2)[CH2:4][CH2:3]1.Br[CH2:21][CH2:22][O:23][C:24]1[CH:33]=[CH:32][CH:31]=[C:30]2[C:25]=1[CH:26]=[CH:27][C:28]([CH3:34])=[N:29]2.C(N(C(C)C)CC)(C)C. The catalyst is C(O)(C)C. The product is [CH3:34][C:28]1[CH:27]=[CH:26][C:25]2[C:30](=[CH:31][CH:32]=[CH:33][C:24]=2[O:23][CH2:22][CH2:21][N:2]2[CH2:7][CH2:6][CH:5]([CH2:8][C:9]3[CH:10]=[CH:11][C:12]4[O:17][CH2:16][C:15](=[O:18])[NH:14][C:13]=4[CH:19]=3)[CH2:4][CH2:3]2)[N:29]=1. The yield is 0.260. (5) The reactants are [Cl:1][C:2]1[CH:3]=[C:4]([C:10]2[CH:11]=[C:12]3[C:17](=[CH:18][CH:19]=2)[N:16]=[CH:15][C:14]([C:20](=[O:23])[CH2:21][CH3:22])=[C:13]3[NH:24][C@H:25]2[CH2:30][CH2:29][C@H:28]([CH2:31][N:32]([CH3:34])[CH3:33])[CH2:27][CH2:26]2)[CH:5]=[C:6]([Cl:9])[C:7]=1[OH:8].[ClH:35]. The catalyst is CO.ClCCl. The product is [ClH:1].[ClH:35].[Cl:1][C:2]1[CH:3]=[C:4]([C:10]2[CH:11]=[C:12]3[C:17](=[CH:18][CH:19]=2)[N:16]=[CH:15][C:14]([C:20](=[O:23])[CH2:21][CH3:22])=[C:13]3[NH:24][C@H:25]2[CH2:30][CH2:29][C@H:28]([CH2:31][N:32]([CH3:34])[CH3:33])[CH2:27][CH2:26]2)[CH:5]=[C:6]([Cl:9])[C:7]=1[OH:8]. The yield is 0.950. (6) The reactants are [Si](O[CH2:9][CH2:10][C:11]([C:14]1[NH:15][C:16]2[C:21]([CH:22]=1)=[CH:20][C:19]([N+:23]([O-:25])=[O:24])=[C:18]([F:26])[CH:17]=2)([CH3:13])[CH3:12])(C(C)(C)C)(C)C.CC1C=CC(S(OC[C@@H]2COC(C)(C)O2)(=O)=O)=CC=1.C([O-])([O-])=O.[Cs+].[Cs+]. The catalyst is CN(C=O)C. The product is [F:26][C:18]1[C:19]([N+:23]([O-:25])=[O:24])=[CH:20][C:21]2[CH:22]=[C:14]3[C:11]([CH3:13])([CH3:12])[CH2:10][CH2:9][N:15]3[C:16]=2[CH:17]=1. The yield is 0.480.